Dataset: Full USPTO retrosynthesis dataset with 1.9M reactions from patents (1976-2016). Task: Predict the reactants needed to synthesize the given product. (1) Given the product [C:32]([C:29]([C:25]1[CH:24]=[C:23]([CH:28]=[CH:27][CH:26]=1)[C:22]([NH:21][C:17]1[CH:18]=[CH:19][CH:20]=[C:15]([O:14][C:9]2[CH:8]=[CH:7][C:5]3[N:6]=[C:2]([NH:1][C:38]([CH:35]4[CH2:37][CH2:36]4)=[O:39])[S:3][C:4]=3[C:10]=2[N+:11]([O-:13])=[O:12])[CH:16]=1)=[O:34])([CH3:30])[CH3:31])#[N:33], predict the reactants needed to synthesize it. The reactants are: [NH2:1][C:2]1[S:3][C:4]2[C:10]([N+:11]([O-:13])=[O:12])=[C:9]([O:14][C:15]3[CH:16]=[C:17]([NH:21][C:22](=[O:34])[C:23]4[CH:28]=[CH:27][CH:26]=[C:25]([C:29]([C:32]#[N:33])([CH3:31])[CH3:30])[CH:24]=4)[CH:18]=[CH:19][CH:20]=3)[CH:8]=[CH:7][C:5]=2[N:6]=1.[CH:35]1([C:38](Cl)=[O:39])[CH2:37][CH2:36]1. (2) Given the product [Cl:37][C@@H:2]([C:22]1[C:23]([CH3:32])=[C:24]2[C:25](=[CH:30][CH:31]=1)[C:26](=[O:29])[O:27][CH2:28]2)[CH2:3][N:4]1[CH2:21][CH2:20][C:7]2([C:11](=[O:12])[N:10]([C:13]3[CH2:14][O:15][C:16](=[O:19])[C:17]=3[CH3:18])[CH2:9][CH2:8]2)[CH2:6][CH2:5]1, predict the reactants needed to synthesize it. The reactants are: O[C@H:2]([C:22]1[CH:31]=[CH:30][C:25]2[C:26](=[O:29])[O:27][CH2:28][C:24]=2[C:23]=1[CH3:32])[CH2:3][N:4]1[CH2:21][CH2:20][C:7]2([C:11](=[O:12])[N:10]([C:13]3[CH2:14][O:15][C:16](=[O:19])[C:17]=3[CH3:18])[CH2:9][CH2:8]2)[CH2:6][CH2:5]1.CS([Cl:37])(=O)=O.C(N(CC)CC)C.